From a dataset of Catalyst prediction with 721,799 reactions and 888 catalyst types from USPTO. Predict which catalyst facilitates the given reaction. Reactant: [Cl:1][C:2]1[CH:3]=[C:4]2[N:27]=[C:26]([O:28][C@H:29]3[C@H:33]4[O:34][CH2:35][C@@H:36]([OH:37])[C@H:32]4[O:31][CH2:30]3)[N:25](COCC[Si](C)(C)C)[C:5]2=[N:6][C:7]=1[C:8]1[CH:13]=[CH:12][C:11]([N:14]2[CH2:18][CH:17]3[CH2:19][S:20](=[N:23][CH3:24])(=[O:22])[CH2:21][CH:16]3[CH2:15]2)=[CH:10][CH:9]=1.FC(F)(F)C(O)=O. Product: [Cl:1][C:2]1[CH:3]=[C:4]2[N:27]=[C:26]([O:28][C@H:29]3[C@H:33]4[O:34][CH2:35][C@@H:36]([OH:37])[C@H:32]4[O:31][CH2:30]3)[NH:25][C:5]2=[N:6][C:7]=1[C:8]1[CH:9]=[CH:10][C:11]([N:14]2[CH2:15][CH:16]3[CH2:21][S:20](=[N:23][CH3:24])(=[O:22])[CH2:19][CH:17]3[CH2:18]2)=[CH:12][CH:13]=1. The catalyst class is: 11.